Dataset: Reaction yield outcomes from USPTO patents with 853,638 reactions. Task: Predict the reaction yield, written as a fraction of the theoretical maximum amount of product (1.0 means a 100% yield; for example, 0.34 means a 34% yield). (1) The reactants are Br[C:2]1[CH:7]=[CH:6][C:5]([N:8]([C:13]2[C:32]([CH:33]3[CH2:35][CH2:34]3)=[CH:31][C:16]3[C:17]([C:27]([NH:29][CH3:30])=[O:28])=[C:18]([C:20]4[CH:25]=[CH:24][C:23]([F:26])=[CH:22][CH:21]=4)[O:19][C:15]=3[CH:14]=2)[S:9]([CH3:12])(=[O:11])=[O:10])=[CH:4][C:3]=1[Cl:36].C(=O)([O-])[O-].[Na+].[Na+].[CH:43](B1OC(C)(C)C(C)(C)O1)=[CH2:44].O1CCOCC1. The catalyst is C1C=CC(P(C2C=CC=CC=2)[C-]2C=CC=C2)=CC=1.C1C=CC(P(C2C=CC=CC=2)[C-]2C=CC=C2)=CC=1.Cl[Pd]Cl.[Fe+2].C(Cl)Cl.O. The product is [Cl:36][C:3]1[CH:4]=[C:5]([N:8]([C:13]2[C:32]([CH:33]3[CH2:35][CH2:34]3)=[CH:31][C:16]3[C:17]([C:27]([NH:29][CH3:30])=[O:28])=[C:18]([C:20]4[CH:25]=[CH:24][C:23]([F:26])=[CH:22][CH:21]=4)[O:19][C:15]=3[CH:14]=2)[S:9]([CH3:12])(=[O:11])=[O:10])[CH:6]=[CH:7][C:2]=1[CH:43]=[CH2:44]. The yield is 0.900. (2) The reactants are [C:1](Cl)(=[O:3])[CH3:2].[CH:5]1(CN)[CH2:10][CH2:9][CH2:8][CH2:7][CH2:6]1.O.[N:14]1C=CC=[CH:16][CH:15]=1. No catalyst specified. The product is [C:1]([N:14]([CH:5]1[CH2:6][CH2:7][CH2:8][CH2:9][CH2:10]1)[CH2:15][CH3:16])(=[O:3])[CH3:2]. The yield is 0.980. (3) The reactants are [CH3:1][O:2][C:3]1[CH:4]=[C:5]2[C:10](=[CH:11][C:12]=1[O:13][CH3:14])[N:9]=[CH:8][N:7]=[C:6]2[O:15][C:16]1[CH:22]=[CH:21][C:19]([NH2:20])=[CH:18][C:17]=1[CH3:23].ClC(Cl)(O[C:28](=[O:34])OC(Cl)(Cl)Cl)Cl.[CH2:36]([NH2:40])[CH2:37][CH2:38][CH3:39].CO. The catalyst is C(Cl)(Cl)Cl.C(N(CC)CC)C. The product is [CH2:36]([NH:40][C:28]([NH:20][C:19]1[CH:21]=[CH:22][C:16]([O:15][C:6]2[C:5]3[C:10](=[CH:11][C:12]([O:13][CH3:14])=[C:3]([O:2][CH3:1])[CH:4]=3)[N:9]=[CH:8][N:7]=2)=[C:17]([CH3:23])[CH:18]=1)=[O:34])[CH2:37][CH2:38][CH3:39]. The yield is 0.470. (4) The reactants are [Cl:1][C:2]1[CH:24]=[CH:23][CH:22]=[CH:21][C:3]=1[CH2:4][N:5]1[C:9]2[C:10]([C:16]([F:19])([F:18])[F:17])=[CH:11][C:12]([C:14]#[N:15])=[CH:13][C:8]=2[NH:7][C:6]1=[O:20].[H-].[Na+].[CH3:27][CH2:28][N:29]([CH2:32][CH2:33]Cl)[CH2:30][CH3:31].Cl.[C:36](=[O:39])(O)[O-:37].[Na+]. The catalyst is CN(C)C=O.C(N(CC)CC)C. The product is [F:17][C:16]([F:19])([F:18])[C:36]([OH:37])=[O:39].[Cl:1][C:2]1[CH:24]=[CH:23][CH:22]=[CH:21][C:3]=1[CH2:4][N:5]1[C:9]2[C:10]([C:16]([F:18])([F:17])[F:19])=[CH:11][C:12]([C:14]([NH2:15])=[O:37])=[CH:13][C:8]=2[N:7]([CH2:27][CH2:28][N:29]([CH2:32][CH3:33])[CH2:30][CH3:31])[C:6]1=[O:20]. The yield is 0.600. (5) The reactants are [CH3:1][C:2]1[S:3][C:4]([NH2:14])=[C:5]([C:7]2[CH:12]=[CH:11][CH:10]=[CH:9][C:8]=2[CH3:13])[N:6]=1.C(N(C(C)C)CC)(C)C.[Cl:24][C:25]1[CH:30]=[CH:29][N:28]2[N:31]=[CH:32][C:33]([C:34](Cl)=[O:35])=[C:27]2[N:26]=1. The catalyst is ClCCl. The product is [CH3:1][C:2]1[S:3][C:4]([NH:14][C:34]([C:33]2[CH:32]=[N:31][N:28]3[CH:29]=[CH:30][C:25]([Cl:24])=[N:26][C:27]=23)=[O:35])=[C:5]([C:7]2[CH:12]=[CH:11][CH:10]=[CH:9][C:8]=2[CH3:13])[N:6]=1. The yield is 0.730.